From a dataset of Merck oncology drug combination screen with 23,052 pairs across 39 cell lines. Regression. Given two drug SMILES strings and cell line genomic features, predict the synergy score measuring deviation from expected non-interaction effect. (1) Drug 1: CN(Cc1cnc2nc(N)nc(N)c2n1)c1ccc(C(=O)NC(CCC(=O)O)C(=O)O)cc1. Drug 2: Cn1c(=O)n(-c2ccc(C(C)(C)C#N)cc2)c2c3cc(-c4cnc5ccccc5c4)ccc3ncc21. Cell line: MSTO. Synergy scores: synergy=-23.3. (2) Drug 1: COC1CC2CCC(C)C(O)(O2)C(=O)C(=O)N2CCCCC2C(=O)OC(C(C)CC2CCC(OP(C)(C)=O)C(OC)C2)CC(=O)C(C)C=C(C)C(O)C(OC)C(=O)C(C)CC(C)C=CC=CC=C1C. Drug 2: CCc1c2c(nc3ccc(O)cc13)-c1cc3c(c(=O)n1C2)COC(=O)C3(O)CC. Cell line: MSTO. Synergy scores: synergy=41.2. (3) Drug 1: O=P1(N(CCCl)CCCl)NCCCO1. Drug 2: CS(=O)(=O)CCNCc1ccc(-c2ccc3ncnc(Nc4ccc(OCc5cccc(F)c5)c(Cl)c4)c3c2)o1. Cell line: LNCAP. Synergy scores: synergy=-13.4.